From a dataset of Forward reaction prediction with 1.9M reactions from USPTO patents (1976-2016). Predict the product of the given reaction. (1) Given the reactants C([O:3][C:4](=[O:17])[C:5]([OH:16])([CH3:15])[C:6]([NH:8][CH2:9][CH2:10][C:11]([F:14])([F:13])[F:12])=[O:7])C.[OH-].[Li+], predict the reaction product. The product is: [OH:16][C:5]([CH3:15])([C:6]([NH:8][CH2:9][CH2:10][C:11]([F:12])([F:13])[F:14])=[O:7])[C:4]([OH:17])=[O:3]. (2) Given the reactants [C:1]([C:3]1[C:12]2[C:7](=[CH:8][C:9]([C:13]3[CH:14]=[C:15]([CH:20]=[CH:21][C:22]=3[CH3:23])[C:16](OC)=[O:17])=[CH:10][CH:11]=2)[CH:6]=[N:5][N:4]=1)#[N:2].Cl.[CH:25]1([NH2:28])[CH2:27][CH2:26]1.CN(C(ON1N=NC2C=CC=NC1=2)=[N+](C)C)C.F[P-](F)(F)(F)(F)F, predict the reaction product. The product is: [C:1]([C:3]1[C:12]2[C:7](=[CH:8][C:9]([C:13]3[CH:14]=[C:15]([CH:20]=[CH:21][C:22]=3[CH3:23])[C:16]([NH:28][CH:25]3[CH2:27][CH2:26]3)=[O:17])=[CH:10][CH:11]=2)[CH:6]=[N:5][N:4]=1)#[N:2].